The task is: Predict which catalyst facilitates the given reaction.. This data is from Catalyst prediction with 721,799 reactions and 888 catalyst types from USPTO. (1) Reactant: [C:1]([C:3]1[C:4]2[C:8]([CH:9]=[CH:10][CH:11]=1)=[N:7][N:6]1[C:12]([CH:17]3[CH2:22][CH2:21][N:20](C(OC(C)(C)C)=O)[CH2:19][CH2:18]3)=[CH:13][C:14](=[O:16])[NH:15][C:5]=21)#[N:2].[C:30]([OH:36])([C:32]([F:35])([F:34])[F:33])=[O:31]. Product: [F:33][C:32]([F:35])([F:34])[C:30]([OH:36])=[O:31].[O:16]=[C:14]1[CH:13]=[C:12]([CH:17]2[CH2:22][CH2:21][NH:20][CH2:19][CH2:18]2)[N:6]2[N:7]=[C:8]3[C:4]([C:3]([C:1]#[N:2])=[CH:11][CH:10]=[CH:9]3)=[C:5]2[NH:15]1. The catalyst class is: 4. (2) Reactant: [Cl:1][C:2]1[N:7]=[C:6](Cl)[C:5]([F:9])=[CH:4][N:3]=1.[NH:10]1[C:14]([C:15]2[CH:16]=[C:17]([CH:19]=[CH:20][CH:21]=2)[NH2:18])=[N:13][N:12]=[N:11]1. Product: [Cl:1][C:2]1[N:7]=[C:6]([NH:18][C:17]2[CH:19]=[CH:20][CH:21]=[C:15]([C:14]3[NH:13][N:12]=[N:11][N:10]=3)[CH:16]=2)[C:5]([F:9])=[CH:4][N:3]=1. The catalyst class is: 6.